This data is from Forward reaction prediction with 1.9M reactions from USPTO patents (1976-2016). The task is: Predict the product of the given reaction. Given the reactants [CH3:1][N:2]1[CH2:7][CH2:6][N:5]([CH2:8][C:9]2[CH:37]=[CH:36][C:12]([C:13]([NH:15][C:16]3[CH:21]=[CH:20][C:19]([CH3:22])=[C:18]([NH:23][C:24]4[N:29]=[C:28]([C:30]5[CH:31]=[N:32][CH:33]=[CH:34][CH:35]=5)[CH:27]=[CH:26][N:25]=4)[CH:17]=3)=[O:14])=[CH:11][CH:10]=2)[CH2:4][CH2:3]1.[C:38]([OH:46])(=[O:45])[C:39]1[CH:44]=[CH:43][CH:42]=[CH:41][CH:40]=1, predict the reaction product. The product is: [CH3:1][N:2]1[CH2:7][CH2:6][N:5]([CH2:8][C:9]2[CH:10]=[CH:11][C:12]([C:13]([NH:15][C:16]3[CH:21]=[CH:20][C:19]([CH3:22])=[C:18]([NH:23][C:24]4[N:29]=[C:28]([C:30]5[CH:31]=[N:32][CH:33]=[CH:34][CH:35]=5)[CH:27]=[CH:26][N:25]=4)[CH:17]=3)=[O:14])=[CH:36][CH:37]=2)[CH2:4][CH2:3]1.[C:38]([O-:46])(=[O:45])[C:39]1[CH:44]=[CH:43][CH:42]=[CH:41][CH:40]=1.